From a dataset of Serine/threonine kinase 33 screen with 319,792 compounds. Binary Classification. Given a drug SMILES string, predict its activity (active/inactive) in a high-throughput screening assay against a specified biological target. The compound is O=C(NCc1ccccc1)CCn1cccc1. The result is 0 (inactive).